From a dataset of Peptide-MHC class II binding affinity with 134,281 pairs from IEDB. Regression. Given a peptide amino acid sequence and an MHC pseudo amino acid sequence, predict their binding affinity value. This is MHC class II binding data. (1) The peptide sequence is SWGAIWRIDTP. The MHC is DRB1_1101 with pseudo-sequence DRB1_1101. The binding affinity (normalized) is 0.365. (2) The peptide sequence is KSSKPLVGPFNFRFMSKGGM. The MHC is HLA-DPA10201-DPB11401 with pseudo-sequence HLA-DPA10201-DPB11401. The binding affinity (normalized) is 0.358.